Predict the reactants needed to synthesize the given product. From a dataset of Full USPTO retrosynthesis dataset with 1.9M reactions from patents (1976-2016). (1) Given the product [CH3:9][N:10]1[CH2:15][CH2:14][N:13]([C:6]2[CH:5]=[CH:4][N:3]=[C:2]([NH2:1])[CH:7]=2)[CH2:12][CH2:11]1, predict the reactants needed to synthesize it. The reactants are: [NH2:1][C:2]1[CH:7]=[C:6](Cl)[CH:5]=[CH:4][N:3]=1.[CH3:9][N:10]1[CH2:15][CH2:14][NH:13][CH2:12][CH2:11]1. (2) Given the product [O:1]1[CH2:5][CH2:4][CH:3]([CH2:6][O:7][C:8]([N:10]2[CH2:11][CH2:12][NH:13][CH2:14][CH2:15]2)=[O:9])[CH2:2]1, predict the reactants needed to synthesize it. The reactants are: [O:1]1[CH2:5][CH2:4][CH:3]([CH2:6][O:7][C:8]([N:10]2[CH2:15][CH2:14][N:13](CC3C=CC=CC=3)[CH2:12][CH2:11]2)=[O:9])[CH2:2]1.[H][H].